From a dataset of Full USPTO retrosynthesis dataset with 1.9M reactions from patents (1976-2016). Predict the reactants needed to synthesize the given product. (1) Given the product [ClH:18].[ClH:18].[NH2:10][O:9][CH2:8][CH2:7][N:1]1[CH2:6][CH2:5][O:4][CH2:3][CH2:2]1, predict the reactants needed to synthesize it. The reactants are: [N:1]1([CH2:7][CH2:8][O:9][NH:10]C(=O)OC(C)(C)C)[CH2:6][CH2:5][O:4][CH2:3][CH2:2]1.[ClH:18]. (2) Given the product [ClH:21].[CH3:20][N:17]1[CH2:18][CH:19]=[C:14]([C:12]2[CH:11]=[CH:10][CH:9]=[C:8]([C:6]([OH:7])=[O:5])[N:13]=2)[CH2:15][CH2:16]1, predict the reactants needed to synthesize it. The reactants are: C([O:5][C:6]([C:8]1[N:13]=[C:12]([C:14]2[CH2:15][CH2:16][N:17]([CH3:20])[CH2:18][CH:19]=2)[CH:11]=[CH:10][CH:9]=1)=[O:7])(C)(C)C.[ClH:21]. (3) Given the product [Cl:11][C:12]1[C:13]2[C:14](=[O:15])[NH:16][CH:25]([OH:26])[C:17]=2[C:18]([F:22])=[C:19]([F:21])[N:20]=1, predict the reactants needed to synthesize it. The reactants are: [Li+].C[Si]([N-][Si](C)(C)C)(C)C.[Cl:11][C:12]1[N:20]=[C:19]([F:21])[C:18]([F:22])=[CH:17][C:13]=1[C:14]([NH2:16])=[O:15].CN(C)[CH:25]=[O:26].Cl. (4) Given the product [CH3:1][O:2][C:3]([C:5]1[CH:6]=[CH:7][C:8]([CH2:11][N:12]([CH3:30])[CH:13]2[CH2:14][CH:15]3[N:20]([C:21]([O:23][C:24]([CH3:27])([CH3:26])[CH3:25])=[O:22])[CH:18]([CH2:17][CH2:16]3)[CH2:19]2)=[CH:9][CH:10]=1)=[O:4], predict the reactants needed to synthesize it. The reactants are: [CH3:1][O:2][C:3]([C:5]1[CH:10]=[CH:9][C:8]([CH2:11][NH:12][CH:13]2[CH2:19][CH:18]3[N:20]([C:21]([O:23][C:24]([CH3:27])([CH3:26])[CH3:25])=[O:22])[CH:15]([CH2:16][CH2:17]3)[CH2:14]2)=[CH:7][CH:6]=1)=[O:4].C=O.[C:30](O)(=O)C.C(O[BH-](OC(=O)C)OC(=O)C)(=O)C.[Na+].C(=O)(O)[O-].[Na+]. (5) Given the product [C:32]([O:31][C:29]([N:2]([CH2:25][CH:22]1[CH2:23][CH2:24]1)[C@@H:3]1[CH2:5][C@H:4]1[C:6]1[CH:7]=[CH:8][C:9]([F:16])=[C:10]([CH:15]=1)[C:11]([O:13][CH3:14])=[O:12])=[O:30])([CH3:35])([CH3:34])[CH3:33], predict the reactants needed to synthesize it. The reactants are: Cl.[NH2:2][C@@H:3]1[CH2:5][C@H:4]1[C:6]1[CH:7]=[CH:8][C:9]([F:16])=[C:10]([CH:15]=1)[C:11]([O:13][CH3:14])=[O:12].C(=O)([O-])O.[Na+].[CH:22]1([CH:25]=O)[CH2:24][CH2:23]1.[BH4-].[Na+].[C:29](O[C:29]([O:31][C:32]([CH3:35])([CH3:34])[CH3:33])=[O:30])([O:31][C:32]([CH3:35])([CH3:34])[CH3:33])=[O:30]. (6) Given the product [CH3:15][S:16]([O:4][CH2:3][C:2]([F:7])([F:1])[CH2:5][O:6][S:16]([CH3:15])(=[O:18])=[O:17])(=[O:18])=[O:17], predict the reactants needed to synthesize it. The reactants are: [F:1][C:2]([F:7])([CH2:5][OH:6])[CH2:3][OH:4].C(N(CC)CC)C.[CH3:15][S:16](Cl)(=[O:18])=[O:17].